From a dataset of Catalyst prediction with 721,799 reactions and 888 catalyst types from USPTO. Predict which catalyst facilitates the given reaction. (1) Reactant: C(OC(=O)[NH:7][CH2:8][CH:9]1[CH:13]([F:14])[CH2:12][N:11]([C:15]2[C:24]([CH3:25])=[C:23]3[C:18]([C:19](=[O:31])[N:20]([NH2:30])[C:21](=[O:29])[N:22]3[CH:26]3[CH2:28][CH2:27]3)=[CH:17][C:16]=2[F:32])[CH2:10]1)(C)(C)C. Product: [NH2:30][N:20]1[C:19](=[O:31])[C:18]2[C:23](=[C:24]([CH3:25])[C:15]([N:11]3[CH2:12][CH:13]([F:14])[CH:9]([CH2:8][NH2:7])[CH2:10]3)=[C:16]([F:32])[CH:17]=2)[N:22]([CH:26]2[CH2:27][CH2:28]2)[C:21]1=[O:29]. The catalyst class is: 8. (2) Reactant: [OH:1][CH2:2][CH2:3][CH2:4][CH2:5][CH2:6][CH2:7][Br:8].[C:9]1([P:15]([C:22]2[CH:27]=[CH:26][CH:25]=[CH:24][CH:23]=2)[C:16]2[CH:21]=[CH:20][CH:19]=[CH:18][CH:17]=2)[CH:14]=[CH:13][CH:12]=[CH:11][CH:10]=1. Product: [Br-:8].[OH:1][CH2:2][CH2:3][CH2:4][CH2:5][CH2:6][CH2:7][P+:15]([C:16]1[CH:17]=[CH:18][CH:19]=[CH:20][CH:21]=1)([C:22]1[CH:27]=[CH:26][CH:25]=[CH:24][CH:23]=1)[C:9]1[CH:10]=[CH:11][CH:12]=[CH:13][CH:14]=1. The catalyst class is: 10. (3) Reactant: C(O[BH-](OC(=O)C)OC(=O)C)(=O)C.[Na+].[NH:15]1[C:24]2[C:19](=[CH:20][CH:21]=[CH:22][C:23]=2[O:25][CH2:26][C:27]2[CH:32]=[CH:31][C:30]([CH2:33][CH2:34][C:35]([O:37][CH3:38])=[O:36])=[CH:29][CH:28]=2)[CH2:18][CH2:17][CH2:16]1.[CH:39](=O)[C:40]1[CH:45]=[CH:44][CH:43]=[CH:42][CH:41]=1.ClC(Cl)C.C(=O)(O)[O-].[Na+]. Product: [CH2:39]([N:15]1[C:24]2[C:19](=[CH:20][CH:21]=[CH:22][C:23]=2[O:25][CH2:26][C:27]2[CH:28]=[CH:29][C:30]([CH2:33][CH2:34][C:35]([O:37][CH3:38])=[O:36])=[CH:31][CH:32]=2)[CH2:18][CH2:17][CH2:16]1)[C:40]1[CH:45]=[CH:44][CH:43]=[CH:42][CH:41]=1. The catalyst class is: 15. (4) Reactant: [Cl:1][C:2]1[CH:26]=[CH:25][C:5]([CH2:6][N:7]2[CH2:15][C:14]3[C:9](=[C:10]([CH3:23])[CH:11]=[C:12]([C:16]4[N:20]=[C:19]([CH2:21]Cl)[O:18][N:17]=4)[CH:13]=3)[C:8]2=[O:24])=[CH:4][CH:3]=1.C([O-])([O-])=O.[K+].[K+].C(OC([N:40]1[CH2:45][CH2:44][NH:43][C@H:42]([CH3:46])[CH2:41]1)=O)(C)(C)C. Product: [Cl:1][C:2]1[CH:3]=[CH:4][C:5]([CH2:6][N:7]2[CH2:15][C:14]3[C:9](=[C:10]([CH3:23])[CH:11]=[C:12]([C:16]4[N:20]=[C:19]([CH2:21][N:43]5[CH2:44][CH2:45][NH:40][CH2:41][CH:42]5[CH3:46])[O:18][N:17]=4)[CH:13]=3)[C:8]2=[O:24])=[CH:25][CH:26]=1. The catalyst class is: 144. (5) Reactant: Cl[CH2:2][C:3]1[CH:22]=[CH:21][C:6]([O:7][CH2:8][C:9]2[N:10]=[C:11]([C:15]3[CH:20]=[CH:19][CH:18]=[CH:17][CH:16]=3)[O:12][C:13]=2[CH3:14])=[CH:5][CH:4]=1.[CH2:23]([O:25][C:26]1[CH:27]=[CH:28][C:29]([OH:37])=[C:30]([CH2:32][C:33]([O:35][CH3:36])=[O:34])[CH:31]=1)[CH3:24].CN(C)C=O.[H-].[Na+]. Product: [CH2:23]([O:25][C:26]1[CH:27]=[CH:28][C:29]([O:37][CH2:2][C:3]2[CH:22]=[CH:21][C:6]([O:7][CH2:8][C:9]3[N:10]=[C:11]([C:15]4[CH:20]=[CH:19][CH:18]=[CH:17][CH:16]=4)[O:12][C:13]=3[CH3:14])=[CH:5][CH:4]=2)=[C:30]([CH2:32][C:33]([O:35][CH3:36])=[O:34])[CH:31]=1)[CH3:24]. The catalyst class is: 6.